This data is from Drug-target binding data from BindingDB using IC50 measurements. The task is: Regression. Given a target protein amino acid sequence and a drug SMILES string, predict the binding affinity score between them. We predict pIC50 (pIC50 = -log10(IC50 in M); higher means more potent). Dataset: bindingdb_ic50. (1) The compound is CCCCCCC/C=C/CCCCCCCC[C@@H]1OC[C@@H](COP(=O)([O-])O)O1. The target protein (Q8K5E0) has sequence MNECHYDKRMDFFYNRSNTDTADEWTGTKLVIVLCVGTFFCLFIFFSNSLVIAAVITNRKFHFPFYYLLANLAAADFFAGIAYVFLMFNTGPVSKTLTVNRWLLRQGLLDTSLTASLANLLVIAVERHMSIMRMRIHSNLTKKRVTLLILLVWAIAIFMGAVPTLGWNCLCNISACSSLAPIYSRSYLIFWTVSNLLAFFIMVVVYVRIYMYVKRKTNVLSPHTSGSISRRRAPMKLMKTVMTVLGAFVVCWTPGLVVLLLDGLNCKQCNVQHVKRWFLLLALLNSVMNPIIYSYKDEDMYNTMRKMICCAPHDSNAERHPSRIPSTIHSRSDTGSQYLEDSISQGQVCNKSSS. The pIC50 is 6.3. (2) The drug is O=C1O[C@H]2CN1CC[C@@H]2Br. The target protein (Q9UBX1) has sequence MAPWLQLLSLLGLLPGAVAAPAQPRAASFQAWGPPSPELLAPTRFALEMFNRGRAAGTRAVLGLVRGRVRRAGQGSLYSLEATLEEPPCNDPMVCRLPVSKKTLLCSFQVLDELGRHVLLRKDCGPVDTKVPGAGEPKSAFTQGSAMISSLSQNHPDNRNETFSSVISLLNEDPLSQDLPVKMASIFKNFVITYNRTYESKEEARWRLSVFVNNMVRAQKIQALDRGTAQYGVTKFSDLTEEEFRTIYLNTLLRKEPGNKMKQAKSVGDLAPPEWDWRSKGAVTKVKDQGMCGSCWAFSVTGNVEGQWFLNQGTLLSLSEQELLDCDKMDKACMGGLPSNAYSAIKNLGGLETEDDYSYQGHMQSCNFSAEKAKVYINDSVELSQNEQKLAAWLAKRGPISVAINAFGMQFYRHGISRPLRPLCSPWLIDHAVLLVGYGNRSDVPFWAIKNSWGTDWGEKGYYYLHRGSGACGVNTMASSAVVD. The pIC50 is 5.0. (3) The small molecule is CC(C)CCOc1ccc(Oc2cc(Cl)c(Cl)cc2C(=O)Nc2ccc(C(=O)O)nc2)cc1. The target protein (Q62968) has sequence MELPFASVGTTNFRRFTPESLAEIEKQIAAHRAAKKARTKHRGQEDKGEKPRPQLDLKACNQLPKFYGELPAELVGEPLEDLDPFYSTHRTFMVLNKSRTISRFSATWALWLFSPFNLIRRTAIKVSVHSWFSIFITITILVNCVCMTRTDLPEKVEYVFTVIYTFEALIKILARGFCLNEFTYLRDPWNWLDFSVITLAYVGAAIDLRGISGLRTFRVLRALKTVSVIPGLKVIVGALIHSVRKLADVTILTVFCLSVFALVGLQLFKGNLKNKCIRNGTDPHKADNLSSEMAEYIFIKPGTTDPLLCGNGSDAGHCPGGYVCLKTPDNPDFNYTSFDSFAWAFLSLFRLMTQDSWERLYQQTLRASGKMYMVFFVLVIFLGSFYLVNLILAVVTMAYEEQSQATIAEIEAKEKKFQEALEVLQKEQEVLAALGIDTTSLQSHSGSPLASKNANERRPRVKSRVSEGSTDDNRSPQSDPYNQRRMSFLGLSSGRRRASH.... The pIC50 is 6.0. (4) The small molecule is CC(C)CC1n2cncc2CN(Cc2ccc(Cl)cc2)S1(=O)=O. The target protein (P19099) has sequence MALRAKAEVCVAAPWLSLQRARALGTRAARAPRTVLPFEAMPQHPGNRWLRLLQIWREQGYEHLHLEMHQTFQELGPIFRYNLGGPRMVCVMLPEDVEKLQQVDSLHPCRMILEPWVAYRQHRGHKCGVFLLNGPEWRFNRLRLNPDVLSPKAVQRFLPMVDAVARDFSQALKKKVLQNARGSLTLDVQPSIFHYTIEASNLALFGERLGLVGHSPSSASLNFLHALEVMFKSTVQLMFMPRSLSRWISPKVWKEHFEAWDCIFQYGDNCIQKIYQELAFNRPQHYTGIVAELLLKAELSLEAIKANSMELTAGSVDTTAFPLLMTLFELARNPDVQQILRQESLAAAASISEHPQKATTELPLLRAALKETLRLYPVGLFLERVVSSDLVLQNYHIPAGTLVQVFLYSLGRNAALFPRPERYNPQRWLDIRGSGRNFHHVPFGFGMRQCLGRRLAEAEMLLLLHHVLKHFLVETLTQEDIKMVYSFILRPGTSPLLTFR.... The pIC50 is 8.3. (5) The small molecule is Cn1cncc1CN1CC(N(CC(=O)NC(C)(C)C)S(=O)(=O)c2nccn2C)Cc2cc(C#N)ccc21. The pIC50 is 8.1. The target protein sequence is MGFTSLGLSAPILKAVEEQGYSTPSPIQLQAIPAVIEGKDVMAAAQTGTGKTAGFTLPLLERLSNGPKRKFNQVRALVLTPTRELAAQVHESVEKYSKNLPLTSDVVFGGVKVNPQMQRLRRGVDVLVATPGRLLDLANQNAIKFDQLEILVLDEADRMLDMGFIHDIKKILAKLPKNRQNLLFSATFSDEIRQLAKGLVKDPVEISVAKRNTTAETVEQSVYVMDKGRKPKVLTKLIKDNDWKQVLVFSKTKHGANRLAKTLEEKGVSAAAIHGNKSQGARTKALANFKSGQVRVLVATDIAARGLDIEQLPQVINVDLPKVPEDYVHRIGRTGRAGATGKAISFVSEDEAKELFAIERLIQKVLPRHVLEGFEPVNKVPESKLDTRPIKPKKPKKPKAPRVEHKDGQRSGENRNGNKQGAKQGQKPATKRTPTNNPSGKKEGTDSDKKKRPFSGKPKTKGTGENRGNGSNFGKSKSTPKSDVKPRRQGPRPARKPKAN.... (6) The drug is O=C(/C=C/c1ccccc1)c1cc(Br)ccc(=O)c1O. The target protein (Q03137) has sequence MAGIFYFILFSFLFGICDAVTGSRVYPANEVTLLDSRSVQGELGWIASPLEGGWEEVSIMDEKNTPIRTYQVCNVMEASQNNWLRTDWITREGAQRVYIEIKFTLRDCNSLPGVMGTCKETFNLYYYESDNDKERFIRESQFGKIDTIAADESFTQVDIGDRIMKLNTEIRDVGPLSKKGFYLAFQDVGACIALVSVRVFYKKCPLTVRNLAQFPDTITGADTSSLVEVRGSCVNNSEEKDVPKMYCGADGEWLVPIGNCLCNAGHEEQNGECQACKIGYYKALSTDASCAKCPPHSYSVWEGATSCTCDRGFFRADNDAASMPCTRPPSAPLNLISNVNETSVNLEWSSPQNTGGRQDISYNVVCKKCGAGDPSKCRPCGSGVHYTPQQNGLKTTRVSITDLLAHTNYTFEIWAVNGVSKYNPSPDQSVSVTVTTNQAAPSSIALVQAKEVTRYSVALAWLEPDRPNGVILEYEVKYYEKDQNERSYRIVRTAARNTDI.... The pIC50 is 4.8. (7) The small molecule is C[C@@H](Oc1cc(-c2cnn(C3CCNCC3)c2)cnc1N)c1c(Cl)ccc(F)c1Cl. The target protein (Q62190) has sequence MGLPLPLLQSSLLLMLLLRLSAASTNLNWQCPRIPYAASRDFSVKYVVPSFSAGGRVQATAAYEDSTNSAVFVATRNHLHVLGPDLQFIENLTTGPIGNPGCQTCASCGPGPHGPPKDTDTLVLVMEPGLPALVSCGSTLQGRCFLHELEPRGKALHLAAPACLFSANNNKPEACTDCVASPLGTRVTVVEQGHASYFYVASSLDPELAASFSPRSVSIRRLKSDTSGFQPGFPSLSVLPKYLASYLIKYVYSFHSGDFVYFLTVQPISVTSPPSALHTRLVRLNAVEPEIGDYRELVLDCHFAPKRRRRGAPEGTQPYPVLQAAHSAPVDAKLAVELSISEGQEVLFGVFVTVKDGGSGMGPNSVVCAFPIYHLNILIEEGVEYCCHSSNSSSLLSRGLDFFQTPSFCPNPPGGEASGPSSRCHYFPLMVHASFTRVDLFNGLLGSVKVTALHVTRLGNVTVAHMGTVDGRVLQVEIARSLNYLLYVSNFSLGSSGQPV.... The pIC50 is 7.1. (8) The compound is CN1CCN([C@H]2CC[C@H](n3cc(-c4ccc(Oc5ccccc5)cc4)c4c(N)ncnc43)CC2)CC1. The target protein (P41240) has sequence MSAIQAAWPSGTECIAKYNFHGTAEQDLPFCKGDVLTIVAVTKDPNWYKAKNKVGREGIIPANYVQKREGVKAGTKLSLMPWFHGKITREQAERLLYPPETGLFLVRESTNYPGDYTLCVSCDGKVEHYRIMYHASKLSIDEEVYFENLMQLVEHYTSDADGLCTRLIKPKVMEGTVAAQDEFYRSGWALNMKELKLLQTIGKGEFGDVMLGDYRGNKVAVKCIKNDATAQAFLAEASVMTQLRHSNLVQLLGVIVEEKGGLYIVTEYMAKGSLVDYLRSRGRSVLGGDCLLKFSLDVCEAMEYLEGNNFVHRDLAARNVLVSEDNVAKVSDFGLTKEASSTQDTGKLPVKWTAPEALREKKFSTKSDVWSFGILLWEIYSFGRVPYPRIPLKDVVPRVEKGYKMDAPDGCPPAVYEVMKNCWHLDAAMRPSFLQLREQLEHIKTHELHL. The pIC50 is 5.4. (9) The drug is COc1ccc(-c2c3c(nc4ccc(O)cc24)-c2ccc(O)cc2OC3)cc1. The target protein sequence is MSSDDRHLGSSCGSFIKTEPSSPSSGIDALSHHSPSGSSDASGGFGLALGTHANGLDSPPMFAGAGLGGTPCRKSYEDCASGIMEDSAIKCEYMLNAIPKRLCLVCGDIASGYHYGVASCEACKAFFKRTIQGNIEYSCPATNECEITKRRRKSCQACRFMKCLKVGMLKEGVRLDRVRGGRQKYKRRLDSESSPYLSLQISPPAKKPLTKIVSYLLVAEPDKLYAMPPPGMPEGDIKALTTLCDLADRELVVIIGWAKHIPGFSSLSLGDQMSLLQSAWMEILILGIVYRSLPYDDKLVYAEDYIMDEEHSRLAGLLELYRAILQLVRRYKKLKVEKEEFVTLKALALANSDSMYIEDLEAVQKLQDLLHEALQDYELSQRHEEPWRTGKLLLTLPLLRQTAAKAVQHFYSVKLQGKVPMHKLFLEMLEAKVGQEQLRGSPKDERMSSHDGKCPFQSAAFTSRDQSNSPGIPNPRPSSPTPLNERGRQISPSTRTPGGQ.... The pIC50 is 6.3. (10) The compound is CNc1nc(-c2ccc3c(c2)CCN3C(=O)c2ccccc2OCc2ccc(Cl)cc2)cs1. The target protein sequence is SQQQDDIEELETKAVGMSNDGRFLKFDIEIGRGSFKTVYKGLDTETTVEVAWCELQDRKLTKSERQRFKEEAEMLKGLQHPNIVRFYDSWESTVKGKKCIVLVTELMTSGTLKTYLKRFKVMKIKVLRSWCRQILKGLQFLHTRTPPIIHRDLKCDNIFITGPTGSVKIGDLGLATLKRASFAKSVIGTPEFMAPEMYEEKYDE. The pIC50 is 4.1.